Task: Predict the product of the given reaction.. Dataset: Forward reaction prediction with 1.9M reactions from USPTO patents (1976-2016) (1) Given the reactants [C:1]([C:5]1[CH:10]=[CH:9][C:8]([N:11]2[CH2:19][C:18]3[C:13](=[C:14]([OH:20])[CH:15]=[CH:16][CH:17]=3)[C:12]2=[O:21])=[CH:7][CH:6]=1)([CH3:4])([CH3:3])[CH3:2].C(Cl)Cl.C1C=CC(N([S:32]([C:35]([F:38])([F:37])[F:36])(=[O:34])=[O:33])[S:32]([C:35]([F:38])([F:37])[F:36])(=[O:34])=[O:33])=CC=1, predict the reaction product. The product is: [C:1]([C:5]1[CH:10]=[CH:9][C:8]([N:11]2[C:12](=[O:21])[C:13]3[C:18](=[CH:17][CH:16]=[CH:15][C:14]=3[O:20][S:32]([C:35]([F:38])([F:37])[F:36])(=[O:34])=[O:33])[CH2:19]2)=[CH:7][CH:6]=1)([CH3:4])([CH3:2])[CH3:3]. (2) Given the reactants [NH2:1][C:2]1[C:3](=[O:9])[N:4]([CH3:8])[N:5]=[CH:6][CH:7]=1.[CH3:10][C:11]1[CH:23]=[CH:22][C:21]([CH3:24])=[CH:20][C:12]=1[O:13][CH:14]1[CH2:19][CH2:18][NH:17][CH2:16][CH2:15]1.Cl.FC(F)(F)C1C=CC=C[C:29]=1[O:30]C1CCNCC1, predict the reaction product. The product is: [CH3:8][N:4]1[C:3](=[O:9])[C:2]([NH:1][C:29]([N:17]2[CH2:18][CH2:19][CH:14]([O:13][C:12]3[CH:20]=[C:21]([CH3:24])[CH:22]=[CH:23][C:11]=3[CH3:10])[CH2:15][CH2:16]2)=[O:30])=[CH:7][CH:6]=[N:5]1.